This data is from Full USPTO retrosynthesis dataset with 1.9M reactions from patents (1976-2016). The task is: Predict the reactants needed to synthesize the given product. (1) Given the product [Br:8][CH2:7][CH2:6][CH2:5][CH2:4][CH2:3][CH2:2][O:21][CH2:20][CH2:19][CH2:18][CH2:17][C:11]1[CH:16]=[CH:15][CH:14]=[CH:13][CH:12]=1, predict the reactants needed to synthesize it. The reactants are: Br[CH2:2][CH2:3][CH2:4][CH2:5][CH2:6][CH2:7][Br:8].[OH-].[K+].[C:11]1([CH2:17][CH2:18][CH2:19][CH2:20][OH:21])[CH:16]=[CH:15][CH:14]=[CH:13][CH:12]=1. (2) Given the product [Br:10][C:8]1[CH:7]=[C:6]([F:11])[C:3]([C:4]#[N:5])=[C:2]([N:1]=[CH:14][N:15]([CH3:17])[CH3:16])[CH:9]=1, predict the reactants needed to synthesize it. The reactants are: [NH2:1][C:2]1[CH:9]=[C:8]([Br:10])[CH:7]=[C:6]([F:11])[C:3]=1[C:4]#[N:5].CO[CH:14](OC)[N:15]([CH3:17])[CH3:16]. (3) Given the product [I:1][C:2]1[C:3]([O:10][CH2:16][C:15]([CH3:17])=[CH2:14])=[CH:4][CH:5]=[CH:6][C:7]=1[O:8][CH3:9], predict the reactants needed to synthesize it. The reactants are: [I:1][C:2]1[C:7]([O:8][CH3:9])=[CH:6][CH:5]=[CH:4][C:3]=1[OH:10].[H-].[Na+].Cl[CH2:14][C:15]([CH3:17])=[CH2:16].O.